From a dataset of Forward reaction prediction with 1.9M reactions from USPTO patents (1976-2016). Predict the product of the given reaction. (1) The product is: [Cl:33][CH2:34][C:35]([NH:36][C:21]([CH3:22])([CH2:20][CH2:19][C:10]1[C:11]([OH:18])=[CH:12][C:13]([OH:17])=[C:14]2[C:9]=1[O:8][C:7]([C:25]1[CH:26]=[CH:27][C:28]([O:31][CH3:32])=[CH:29][CH:30]=1)=[C:6]([OH:5])[C:15]2=[O:16])[CH3:23])=[O:3]. Given the reactants C(O)(=[O:3])C.[OH:5][C:6]1[C:15](=[O:16])[C:14]2[C:9](=[C:10]([CH2:19][CH2:20][C:21](O)([CH3:23])[CH3:22])[C:11]([OH:18])=[CH:12][C:13]=2[OH:17])[O:8][C:7]=1[C:25]1[CH:30]=[CH:29][C:28]([O:31][CH3:32])=[CH:27][CH:26]=1.[Cl:33][CH2:34][C:35]#[N:36].S(=O)(=O)(O)O.C([O-])(O)=O.[Na+], predict the reaction product. (2) Given the reactants Cl[C:2]1[CH:7]=[CH:6][CH:5]=[CH:4][CH:3]=1.C1[C:16]2[C:11](=[CH:12]C=CC=2)[CH:10]=[CH:9]1, predict the reaction product. The product is: [CH2:10]([C:11]1[CH2:16][C:2]2[C:7]([CH:12]=1)=[CH:6][CH:5]=[CH:4][CH:3]=2)[CH3:9].